Dataset: TCR-epitope binding with 47,182 pairs between 192 epitopes and 23,139 TCRs. Task: Binary Classification. Given a T-cell receptor sequence (or CDR3 region) and an epitope sequence, predict whether binding occurs between them. (1) The epitope is TVYDPLQPELDSFK. Result: 0 (the TCR does not bind to the epitope). The TCR CDR3 sequence is CASSHFIIGADTQYF. (2) The epitope is FLPRVFSAV. The TCR CDR3 sequence is CASSAAGQVGTDTQYF. Result: 1 (the TCR binds to the epitope). (3) The epitope is CTELKLSDY. The TCR CDR3 sequence is CASSYSSSSYNEQFF. Result: 1 (the TCR binds to the epitope). (4) The epitope is KLGGALQAK. The TCR CDR3 sequence is CSVEEGGAGGLETQYF. Result: 1 (the TCR binds to the epitope).